Dataset: Forward reaction prediction with 1.9M reactions from USPTO patents (1976-2016). Task: Predict the product of the given reaction. Given the reactants [F:1][C:2]1[CH:3]=[C:4]([CH:18]=[CH:19][CH:20]=1)[CH2:5][NH:6][C:7]1[N:17]=[CH:16][CH:15]=[CH:14][C:8]=1[C:9]([O:11]CC)=[O:10].[OH-].[Na+], predict the reaction product. The product is: [F:1][C:2]1[CH:3]=[C:4]([CH:18]=[CH:19][CH:20]=1)[CH2:5][NH:6][C:7]1[N:17]=[CH:16][CH:15]=[CH:14][C:8]=1[C:9]([OH:11])=[O:10].